From a dataset of Reaction yield outcomes from USPTO patents with 853,638 reactions. Predict the reaction yield, written as a fraction of the theoretical maximum amount of product (1.0 means a 100% yield; for example, 0.34 means a 34% yield). (1) The reactants are C([O:5][C:6]([C:8]1[C:9]([N:28]([CH2:31][CH3:32])[CH2:29][CH3:30])=[N:10][C:11]2[C:16]([C:17]=1[C:18]1[CH:23]=[CH:22][CH:21]=[C:20]([CH:24]([CH3:26])[CH3:25])[CH:19]=1)=[CH:15][C:14]([Cl:27])=[CH:13][CH:12]=2)=[O:7])(C)(C)C.Cl. The catalyst is O1CCOCC1.CCOC(C)=O. The product is [Cl:27][C:14]1[CH:15]=[C:16]2[C:11](=[CH:12][CH:13]=1)[N:10]=[C:9]([N:28]([CH2:31][CH3:32])[CH2:29][CH3:30])[C:8]([C:6]([OH:7])=[O:5])=[C:17]2[C:18]1[CH:23]=[CH:22][CH:21]=[C:20]([CH:24]([CH3:26])[CH3:25])[CH:19]=1. The yield is 0.840. (2) The reactants are [Br:1][C:2]1[C:14](=[O:15])[N:13]([CH:16]2[CH2:20][CH2:19][CH2:18][CH2:17]2)[C:5]2[N:6]=[C:7](S(C)=O)[N:8]=[CH:9][C:4]=2[CH:3]=1.N[C:22]1C=CC(C(N)=O)=CN=1.O.C(OCC)C. The catalyst is C1(C)C=CC=CC=1.CS(C)=O. The product is [Br:1][C:2]1[C:14](=[O:15])[N:13]([CH:16]2[CH2:20][CH2:19][CH2:18][CH2:17]2)[C:5]2[N:6]=[C:7]([CH3:22])[N:8]=[CH:9][C:4]=2[CH:3]=1. The yield is 0.180. (3) The reactants are [Br:1][C:2]1[CH:3]=[N:4][NH:5][CH:6]=1.C[Si]([N-][Si](C)(C)C)(C)C.[Na+].C1COCC1.Br[CH2:23][C:24]1[CH:25]=[C:26]([CH:31]=[CH:32][CH:33]=1)[C:27]([O:29][CH3:30])=[O:28]. The catalyst is CN(C=O)C. The product is [Br:1][C:2]1[CH:3]=[N:4][N:5]([CH2:23][C:24]2[CH:25]=[C:26]([CH:31]=[CH:32][CH:33]=2)[C:27]([O:29][CH3:30])=[O:28])[CH:6]=1. The yield is 0.790. (4) The reactants are C(O[C:5]1[CH:10]=[CH:9][C:8](Cl)=[CH:7][CH:6]=1)(=O)C.[C:12]([O:15][C:16](C)=[CH2:17])(=[O:14])[CH3:13]. No catalyst specified. The product is [C:12]([O:15][C@@H:16]([C:5]1[CH:6]=[CH:7][CH:8]=[CH:9][CH:10]=1)[CH3:17])(=[O:14])[CH3:13]. The yield is 0.950. (5) The reactants are [CH3:1][C:2]([CH3:15])([CH2:6][O:7][Si:8]([CH3:14])([CH3:13])[C:9]([CH3:12])([CH3:11])[CH3:10])[CH2:3][CH2:4][OH:5].[C:16](Cl)(=[O:23])[C:17]1[CH:22]=[CH:21][CH:20]=[CH:19][CH:18]=1.C(N(CC)CC)C. The catalyst is ClCCl.CN(C1C=CN=CC=1)C. The product is [C:16]([O:5][CH2:4][CH2:3][C:2]([CH3:15])([CH3:1])[CH2:6][O:7][Si:8]([CH3:14])([CH3:13])[C:9]([CH3:10])([CH3:12])[CH3:11])(=[O:23])[C:17]1[CH:22]=[CH:21][CH:20]=[CH:19][CH:18]=1. The yield is 0.940. (6) The reactants are [NH:1]1[C:5]2[CH:6]=[CH:7][CH:8]=[C:9]([CH2:10][OH:11])[C:4]=2[N:3]=[CH:2]1.C(=O)(O)[O-].[Na+].[O:17](C(OC(C)(C)C)=O)[C:18]([O:20][C:21]([CH3:24])([CH3:23])[CH3:22])=O. The catalyst is CC#N.O.CCOC(C)=O. The product is [C:21]([O:20][C:18]([N:1]1[C:5]2[CH:6]=[CH:7][CH:8]=[C:9]([CH2:10][OH:11])[C:4]=2[N:3]=[CH:2]1)=[O:17])([CH3:24])([CH3:23])[CH3:22]. The yield is 0.850. (7) The reactants are [C:1]([O:5][C:6]([N:8]1[C@@H:12]([CH2:13][C:14]2[CH:19]=[CH:18][CH:17]=[CH:16][CH:15]=2)[C:11](=[O:20])[O:10][CH2:9]1)=[O:7])([CH3:4])([CH3:3])[CH3:2].Br[CH2:22][Cl:23].C([Li])CCC.S([O-])(O)(=O)=O.[K+]. The catalyst is CCCCCC.O1CCCC1. The product is [C:1]([O:5][C:6]([N:8]1[C@@H:12]([CH2:13][C:14]2[CH:15]=[CH:16][CH:17]=[CH:18][CH:19]=2)[C:11]([CH2:22][Cl:23])([OH:20])[O:10][CH2:9]1)=[O:7])([CH3:4])([CH3:2])[CH3:3]. The yield is 1.00. (8) The reactants are [F:1][C:2]1[C:3]([I:15])=[C:4]([NH:8]C(=O)C(C)(C)C)[CH:5]=[N:6][CH:7]=1.Cl. No catalyst specified. The product is [F:1][C:2]1[C:3]([I:15])=[C:4]([NH2:8])[CH:5]=[N:6][CH:7]=1. The yield is 0.830. (9) The reactants are [CH2:1]1[O:15][C:4]2([CH2:14][CH2:13][C:7]3([CH:11]([OH:12])[CH2:10][CH2:9][CH2:8]3)[CH2:6][CH2:5]2)[O:3][CH2:2]1.[Si:16](Cl)([C:19]([CH3:22])([CH3:21])[CH3:20])([CH3:18])[CH3:17].N1C=CN=C1.CN(C)C=O. The catalyst is O1CCCC1.[NH4+].[Cl-]. The product is [CH2:2]1[O:3][C:4]2([CH2:5][CH2:6][C:7]3([CH:11]([O:12][Si:16]([C:19]([CH3:22])([CH3:21])[CH3:20])([CH3:18])[CH3:17])[CH2:10][CH2:9][CH2:8]3)[CH2:13][CH2:14]2)[O:15][CH2:1]1. The yield is 0.820.